Dataset: NCI-60 drug combinations with 297,098 pairs across 59 cell lines. Task: Regression. Given two drug SMILES strings and cell line genomic features, predict the synergy score measuring deviation from expected non-interaction effect. (1) Drug 1: CC12CCC3C(C1CCC2O)C(CC4=C3C=CC(=C4)O)CCCCCCCCCS(=O)CCCC(C(F)(F)F)(F)F. Drug 2: C(CC(=O)O)C(=O)CN.Cl. Cell line: HS 578T. Synergy scores: CSS=6.69, Synergy_ZIP=-1.37, Synergy_Bliss=-1.56, Synergy_Loewe=-3.51, Synergy_HSA=-3.51. (2) Drug 1: CC1=C(C(=CC=C1)Cl)NC(=O)C2=CN=C(S2)NC3=CC(=NC(=N3)C)N4CCN(CC4)CCO. Drug 2: CC1C(C(CC(O1)OC2CC(CC3=C2C(=C4C(=C3O)C(=O)C5=C(C4=O)C(=CC=C5)OC)O)(C(=O)CO)O)N)O.Cl. Cell line: NCI-H322M. Synergy scores: CSS=37.2, Synergy_ZIP=1.77, Synergy_Bliss=9.21, Synergy_Loewe=5.80, Synergy_HSA=8.81. (3) Drug 1: CC1=C2C(C(=O)C3(C(CC4C(C3C(C(C2(C)C)(CC1OC(=O)C(C(C5=CC=CC=C5)NC(=O)C6=CC=CC=C6)O)O)OC(=O)C7=CC=CC=C7)(CO4)OC(=O)C)O)C)OC(=O)C. Drug 2: CCN(CC)CCNC(=O)C1=C(NC(=C1C)C=C2C3=C(C=CC(=C3)F)NC2=O)C. Cell line: CCRF-CEM. Synergy scores: CSS=21.8, Synergy_ZIP=18.8, Synergy_Bliss=16.8, Synergy_Loewe=5.54, Synergy_HSA=5.51. (4) Drug 1: C1CCN(CC1)CCOC2=CC=C(C=C2)C(=O)C3=C(SC4=C3C=CC(=C4)O)C5=CC=C(C=C5)O. Drug 2: CC1OCC2C(O1)C(C(C(O2)OC3C4COC(=O)C4C(C5=CC6=C(C=C35)OCO6)C7=CC(=C(C(=C7)OC)O)OC)O)O. Cell line: HOP-92. Synergy scores: CSS=25.5, Synergy_ZIP=-1.30, Synergy_Bliss=-3.54, Synergy_Loewe=-15.1, Synergy_HSA=-3.25. (5) Drug 1: C1CNP(=O)(OC1)N(CCCl)CCCl. Drug 2: C1CN(P(=O)(OC1)NCCCl)CCCl. Cell line: SK-OV-3. Synergy scores: CSS=-8.91, Synergy_ZIP=2.85, Synergy_Bliss=-0.661, Synergy_Loewe=-8.79, Synergy_HSA=-8.04. (6) Drug 1: CCCS(=O)(=O)NC1=C(C(=C(C=C1)F)C(=O)C2=CNC3=C2C=C(C=N3)C4=CC=C(C=C4)Cl)F. Synergy scores: CSS=2.29, Synergy_ZIP=-1.04, Synergy_Bliss=-0.925, Synergy_Loewe=-2.80, Synergy_HSA=-2.64. Cell line: NCI-H226. Drug 2: CC1=C(C(CCC1)(C)C)C=CC(=CC=CC(=CC(=O)O)C)C. (7) Drug 1: C1=NNC2=C1C(=O)NC=N2. Drug 2: C(CN)CNCCSP(=O)(O)O. Cell line: U251. Synergy scores: CSS=-6.25, Synergy_ZIP=2.33, Synergy_Bliss=-2.69, Synergy_Loewe=-6.57, Synergy_HSA=-8.49. (8) Drug 1: CC1=C2C(C(=O)C3(C(CC4C(C3C(C(C2(C)C)(CC1OC(=O)C(C(C5=CC=CC=C5)NC(=O)C6=CC=CC=C6)O)O)OC(=O)C7=CC=CC=C7)(CO4)OC(=O)C)O)C)OC(=O)C. Drug 2: CC1C(C(CC(O1)OC2CC(OC(C2O)C)OC3=CC4=CC5=C(C(=O)C(C(C5)C(C(=O)C(C(C)O)O)OC)OC6CC(C(C(O6)C)O)OC7CC(C(C(O7)C)O)OC8CC(C(C(O8)C)O)(C)O)C(=C4C(=C3C)O)O)O)O. Cell line: TK-10. Synergy scores: CSS=34.0, Synergy_ZIP=-3.14, Synergy_Bliss=-1.09, Synergy_Loewe=0.640, Synergy_HSA=1.62. (9) Drug 1: C1CCC(C1)C(CC#N)N2C=C(C=N2)C3=C4C=CNC4=NC=N3. Drug 2: C1CN(CCN1C(=O)CCBr)C(=O)CCBr. Cell line: DU-145. Synergy scores: CSS=17.5, Synergy_ZIP=-9.51, Synergy_Bliss=-1.04, Synergy_Loewe=-7.96, Synergy_HSA=-0.0105.